From a dataset of Full USPTO retrosynthesis dataset with 1.9M reactions from patents (1976-2016). Predict the reactants needed to synthesize the given product. (1) Given the product [Cl:20][C:21]1[C:26]([C:27]([NH:1][C:2]2[CH:7]=[CH:6][C:5]([S:8](=[O:10])(=[O:9])[NH:11][CH3:12])=[CH:4][CH:3]=2)=[O:28])=[C:25]([Cl:30])[N:24]=[CH:23][N:22]=1, predict the reactants needed to synthesize it. The reactants are: [NH2:1][C:2]1[CH:7]=[CH:6][C:5]([S:8]([NH:11][CH3:12])(=[O:10])=[O:9])=[CH:4][CH:3]=1.C(N(CC)CC)C.[Cl:20][C:21]1[C:26]([C:27](Cl)=[O:28])=[C:25]([Cl:30])[N:24]=[CH:23][N:22]=1. (2) Given the product [CH3:34][C@H:35]([O:15][C:16]1[CH:17]=[C:18]([CH:23]=[C:24]([O:26][CH2:27][C:28]2[CH:33]=[CH:32][CH:31]=[CH:30][CH:29]=2)[CH:25]=1)[C:19]([O:21][CH3:22])=[O:20])[CH2:36][CH3:37], predict the reactants needed to synthesize it. The reactants are: CC(OC(/N=N/C(OC(C)C)=O)=O)C.[OH:15][C:16]1[CH:17]=[C:18]([CH:23]=[C:24]([O:26][CH2:27][C:28]2[CH:33]=[CH:32][CH:31]=[CH:30][CH:29]=2)[CH:25]=1)[C:19]([O:21][CH3:22])=[O:20].[CH3:34][CH2:35][C@H:36](O)[CH3:37].C1(P(C2C=CC=CC=2)C2C=CC=CC=2)C=CC=CC=1. (3) Given the product [O:55]=[C:53]1[C:52]2[C:51](=[CH:59][CH:58]=[CH:57][CH:56]=2)[C:50](=[O:60])[N:54]1[CH:34]1[CH:33]([F:32])[CH2:38][CH2:37][N:36]([C:39]([O:41][CH2:42][C:43]2[CH:48]=[CH:47][CH:46]=[CH:45][CH:44]=2)=[O:40])[CH2:35]1, predict the reactants needed to synthesize it. The reactants are: C1(P(C2C=CC=CC=2)C2C=CC=CC=2)C=CC=CC=1.CCOC(/N=N/C(OCC)=O)=O.[F:32][CH:33]1[CH2:38][CH2:37][N:36]([C:39]([O:41][CH2:42][C:43]2[CH:48]=[CH:47][CH:46]=[CH:45][CH:44]=2)=[O:40])[CH2:35][CH:34]1O.[C:50]1(=[O:60])[NH:54][C:53](=[O:55])[C:52]2=[CH:56][CH:57]=[CH:58][CH:59]=[C:51]12. (4) Given the product [N+:1]([C:4]1[CH:9]=[C:8]([N+:10]([O-:12])=[O:11])[CH:7]=[CH:6][C:5]=1[NH:13][CH2:14][CH2:15][CH2:16][CH2:17][CH2:18][CH2:19][CH2:20][CH2:21][NH:22][C:23](=[O:24])[CH:25]([CH2:26][CH:27]=[O:31])[CH2:29][CH:28]=[O:30])([O-:3])=[O:2], predict the reactants needed to synthesize it. The reactants are: [N+:1]([C:4]1[CH:9]=[C:8]([N+:10]([O-:12])=[O:11])[CH:7]=[CH:6][C:5]=1[NH:13][CH2:14][CH2:15][CH2:16][CH2:17][CH2:18][CH2:19][CH2:20][CH2:21][NH:22][C:23]([CH:25]1[CH2:29][CH:28]([OH:30])[CH:27]([OH:31])[CH2:26]1)=[O:24])([O-:3])=[O:2].CCOC(C)=O. (5) Given the product [O:13]=[C:11]1[NH:10][N:9]=[C:8]2[CH2:7][CH2:6][CH:5]([C:3]([OH:4])=[O:2])[N:12]12, predict the reactants needed to synthesize it. The reactants are: C[O:2][C:3]([CH:5]1[N:12]2[C:8](=[N:9][NH:10][C:11]2=[O:13])[CH2:7][CH2:6]1)=[O:4].[Li+].[OH-].Cl.